Dataset: Merck oncology drug combination screen with 23,052 pairs across 39 cell lines. Task: Regression. Given two drug SMILES strings and cell line genomic features, predict the synergy score measuring deviation from expected non-interaction effect. Drug 1: CC(=O)OC1C(=O)C2(C)C(O)CC3OCC3(OC(C)=O)C2C(OC(=O)c2ccccc2)C2(O)CC(OC(=O)C(O)C(NC(=O)c3ccccc3)c3ccccc3)C(C)=C1C2(C)C. Drug 2: CC1(c2nc3c(C(N)=O)cccc3[nH]2)CCCN1. Cell line: SKMEL30. Synergy scores: synergy=3.74.